Dataset: Catalyst prediction with 721,799 reactions and 888 catalyst types from USPTO. Task: Predict which catalyst facilitates the given reaction. (1) Reactant: [Cl:1][C:2]1[CH:3]=[CH:4][C:5]([O:11][CH3:12])=[C:6]([CH:10]=1)[C:7](Cl)=[O:8].[CH3:13][NH2:14]. Product: [Cl:1][C:2]1[CH:3]=[CH:4][C:5]([O:11][CH3:12])=[C:6]([CH:10]=1)[C:7]([NH:14][CH3:13])=[O:8]. The catalyst class is: 7. (2) Reactant: [N:1]1([C:5]2[N:10]=[C:9]([S:11][CH3:12])[N:8]=[C:7]([NH:13][NH:14][C:15](=[O:34])[C@H:16]([CH2:28][CH:29]3[CH2:33][CH2:32][CH2:31][CH2:30]3)[CH2:17][N:18]([O:21]C3CCCCO3)[CH:19]=[O:20])[C:6]=2[F:35])[CH2:4][CH2:3][CH2:2]1. Product: [N:1]1([C:5]2[N:10]=[C:9]([S:11][CH3:12])[N:8]=[C:7]([NH:13][NH:14][C:15](=[O:34])[C@H:16]([CH2:28][CH:29]3[CH2:30][CH2:31][CH2:32][CH2:33]3)[CH2:17][N:18]([OH:21])[CH:19]=[O:20])[C:6]=2[F:35])[CH2:2][CH2:3][CH2:4]1. The catalyst class is: 313. (3) Reactant: C(O)(=O)C.[CH2:5]([N:12]1[CH2:17][CH2:16][C:15](=O)[CH2:14][CH2:13]1)[C:6]1[CH:11]=[CH:10][CH:9]=[CH:8][CH:7]=1.[NH2:19][C:20]1[CH:25]=[CH:24][CH:23]=[CH:22][CH:21]=1.[C-:26]#[N:27].[K+].[OH-].[Na+]. Product: [CH2:5]([N:12]1[CH2:17][CH2:16][C:15]([NH:19][C:20]2[CH:25]=[CH:24][CH:23]=[CH:22][CH:21]=2)([C:26]#[N:27])[CH2:14][CH2:13]1)[C:6]1[CH:11]=[CH:10][CH:9]=[CH:8][CH:7]=1. The catalyst class is: 4. (4) Reactant: [Br:1][C:2]1[C:11]([OH:12])=[C:10]2[C:5]([CH:6]=[CH:7][C:8]([CH3:13])=[N:9]2)=[CH:4][CH:3]=1.[C:14]([O-])([O-])=O.[Cs+].[Cs+].IC.O. Product: [Br:1][C:2]1[C:11]([O:12][CH3:14])=[C:10]2[C:5]([CH:6]=[CH:7][C:8]([CH3:13])=[N:9]2)=[CH:4][CH:3]=1. The catalyst class is: 37.